From a dataset of Reaction yield outcomes from USPTO patents with 853,638 reactions. Predict the reaction yield, written as a fraction of the theoretical maximum amount of product (1.0 means a 100% yield; for example, 0.34 means a 34% yield). (1) The reactants are C([Si](C)(C)[O:6][CH2:7][CH2:8][NH:9][C:10]1[CH:17]=[CH:16][C:13]([C:14]#[N:15])=[C:12]([O:18][C:19]2[CH:24]=[CH:23][C:22]([B:25]3[O:29][C:28](C)(C)C(C)(C)[O:26]3)=[C:21](C=O)[CH:20]=2)[N:11]=1)(C)(C)C.C([Si](C)(C)OCCNC1C=CC(C#N)=C(OC2C=CC=C(C=O)C=2)N=1)(C)(C)C.[BH4-].[Na+].Cl. The catalyst is CO. The product is [OH:26][B:25]1[C:22]2[CH:23]=[CH:24][C:19]([O:18][C:12]3[N:11]=[C:10]([NH:9][CH2:8][CH2:7][OH:6])[CH:17]=[CH:16][C:13]=3[C:14]#[N:15])=[CH:20][C:21]=2[CH2:28][O:29]1. The yield is 0.290. (2) The reactants are C[O:2][C:3](=[O:28])[C:4]1[CH:9]=[CH:8][C:7]([CH2:10][N:11]2[C:19]3[C:14](=[CH:15][C:16]([Cl:20])=[CH:17][CH:18]=3)[C:13]([CH3:21])=[C:12]2[C:22]2[CH:23]=[N:24][CH:25]=[CH:26][CH:27]=2)=[CH:6][CH:5]=1.[OH-].[Na+].Cl. The catalyst is CO. The product is [NH4+:11].[OH-:2].[Cl:20][C:16]1[CH:15]=[C:14]2[C:19](=[CH:18][CH:17]=1)[N:11]([CH2:10][C:7]1[CH:8]=[CH:9][C:4]([C:3]([OH:28])=[O:2])=[CH:5][CH:6]=1)[C:12]([C:22]1[CH:23]=[N:24][CH:25]=[CH:26][CH:27]=1)=[C:13]2[CH3:21]. The yield is 0.00100. (3) The reactants are [Cl:1][C:2]1[CH:10]=[C:9]([C:11]([NH:13][C@H:14]([C:16]2[NH:20][C:19]3[CH:21]=[CH:22][C:23]([Cl:25])=[CH:24][C:18]=3[N:17]=2)[CH3:15])=[O:12])[CH:8]=[CH:7][C:3]=1[C:4]([OH:6])=O.CN(C(ON1N=NC2C=CC=CC1=2)=[N+](C)C)C.[B-](F)(F)(F)F.C(N(C(C)C)CC)(C)C.[NH:57]1[CH2:62][CH2:61][NH:60][CH2:59][C:58]1=[O:63].ClCl. The catalyst is O1CCCC1.ClCCl.C(O)C. The product is [Cl:1][C:2]1[CH:10]=[C:9]([CH:8]=[CH:7][C:3]=1[C:4]([N:60]1[CH2:61][CH2:62][NH:57][C:58](=[O:63])[CH2:59]1)=[O:6])[C:11]([NH:13][C@H:14]([C:16]1[NH:20][C:19]2[CH:21]=[CH:22][C:23]([Cl:25])=[CH:24][C:18]=2[N:17]=1)[CH3:15])=[O:12]. The yield is 0.580.